Binary Classification. Given a drug SMILES string, predict its activity (active/inactive) in a high-throughput screening assay against a specified biological target. From a dataset of Cav3 T-type calcium channel HTS with 100,875 compounds. The result is 1 (active). The drug is Clc1sc(C(=O)CSc2n(CC(C)C)c(nn2)c2occc2)cc1.